Dataset: Forward reaction prediction with 1.9M reactions from USPTO patents (1976-2016). Task: Predict the product of the given reaction. (1) Given the reactants [Si]([O:8][CH2:9][C@H:10]1[CH2:14][CH2:13][C@H:12]([O:15][C:16]2[N:24]=[CH:23][N:22]=[C:21]3[C:17]=2[N:18]=[C:19]([C:31]2[C:40]4[C:35](=[CH:36][CH:37]=[CH:38][CH:39]=4)[CH:34]=[CH:33][CH:32]=2)[N:20]3C2CCCCO2)[CH2:11]1)(C(C)(C)C)(C)C.O.CC(O)=O, predict the reaction product. The product is: [C:31]1([C:19]2[NH:20][C:21]3[C:17]([N:18]=2)=[C:16]([O:15][C@H:12]2[CH2:13][CH2:14][C@H:10]([CH2:9][OH:8])[CH2:11]2)[N:24]=[CH:23][N:22]=3)[C:40]2[C:35](=[CH:36][CH:37]=[CH:38][CH:39]=2)[CH:34]=[CH:33][CH:32]=1. (2) Given the reactants [N:1]1([CH2:6][CH2:7][CH2:8][CH2:9][NH2:10])[CH2:5][CH2:4][CH2:3][CH2:2]1.[CH3:11][C:12]1[C:13]([CH:19]=O)=[N:14][CH:15]=[C:16]([CH3:18])[CH:17]=1.C([O-])([O-])=O.[K+].[K+].[BH4-].[Na+], predict the reaction product. The product is: [CH3:11][C:12]1[C:13]([CH2:19][NH:10][CH2:9][CH2:8][CH2:7][CH2:6][N:1]2[CH2:5][CH2:4][CH2:3][CH2:2]2)=[N:14][CH:15]=[C:16]([CH3:18])[CH:17]=1. (3) Given the reactants [NH:1]1[CH2:6][CH2:5][S:4][CH2:3][C@H:2]1[C:7]([OH:9])=O.Cl[C:11]1[C:20]([N+:21]([O-])=O)=[CH:19][C:14]([C:15]([O:17][CH3:18])=[O:16])=[CH:13][N:12]=1.C(=O)([O-])[O-].[K+].[K+], predict the reaction product. The product is: [O:9]=[C:7]1[NH:21][C:20]2[CH:19]=[C:14]([C:15]([O:17][CH3:18])=[O:16])[CH:13]=[N:12][C:11]=2[N:1]2[CH2:6][CH2:5][S:4][CH2:3][C@@H:2]12.